This data is from Drug-target binding data from BindingDB using IC50 measurements. The task is: Regression. Given a target protein amino acid sequence and a drug SMILES string, predict the binding affinity score between them. We predict pIC50 (pIC50 = -log10(IC50 in M); higher means more potent). Dataset: bindingdb_ic50. (1) The drug is Cc1[nH]c(-c2cc(NS(C)(=O)=O)ccc2Oc2ccccc2)c2c1C(=O)CCC2. The target protein (P51531) has sequence MSTPTDPGAMPHPGPSPGPGPSPGPILGPSPGPGPSPGSVHSMMGPSPGPPSVSHPMPTMGSTDFPQEGMHQMHKPIDGIHDKGIVEDIHCGSMKGTGMRPPHPGMGPPQSPMDQHSQGYMSPHPSPLGAPEHVSSPMSGGGPTPPQMPPSQPGALIPGDPQAMSQPNRGPSPFSPVQLHQLRAQILAYKMLARGQPLPETLQLAVQGKRTLPGLQQQQQQQQQQQQQQQQQQQQQQQPQQQPPQPQTQQQQQPALVNYNRPSGPGPELSGPSTPQKLPVPAPGGRPSPAPPAAAQPPAAAVPGPSVPQPAPGQPSPVLQLQQKQSRISPIQKPQGLDPVEILQEREYRLQARIAHRIQELENLPGSLPPDLRTKATVELKALRLLNFQRQLRQEVVACMRRDTTLETALNSKAYKRSKRQTLREARMTEKLEKQQKIEQERKRRQKHQEYLNSILQHAKDFKEYHRSVAGKIQKLSKAVATWHANTEREQKKETERIEK.... The pIC50 is 6.0. (2) The compound is Cc1nc(Nc2ncc(C(=O)Nc3c(C)cccc3Cl)s2)cc(NC2CCN(S(C)(=O)=O)C2)n1. The target protein (Q16832) has sequence MILIPRMLLVLFLLLPILSSAKAQVNPAICRYPLGMSGGQIPDEDITASSQWSESTAAKYGRLDSEEGDGAWCPEIPVEPDDLKEFLQIDLHTLHFITLVGTQGRHAGGHGIEFAPMYKINYSRDGTRWISWRNRHGKQVLDGNSNPYDIFLKDLEPPIVARFVRFIPVTDHSMNVCMRVELYGCVWLDGLVSYNAPAGQQFVLPGGSIIYLNDSVYDGAVGYSMTEGLGQLTDGVSGLDDFTQTHEYHVWPGYDYVGWRNESATNGYIEIMFEFDRIRNFTTMKVHCNNMFAKGVKIFKEVQCYFRSEASEWEPNAISFPLVLDDVNPSARFVTVPLHHRMASAIKCQYHFADTWMMFSEITFQSDAAMYNNSEALPTSPMAPTTYDPMLKVDDSNTRILIGCLVAIIFILLAIIVIILWRQFWQKMLEKASRRMLDDEMTVSLSLPSDSSMFNNNRSSSPSEQGSNSTYDRIFPLRPDYQEPSRLIRKLPEFAPGEEE.... The pIC50 is 7.4. (3) The small molecule is CC(=O)O[C@@H]1C[C@H]2C(C)(C)C(=O)C=C[C@]2(C)[C@H]2CC[C@@]3(C)[C@H](c4ccoc4)C(=O)[C@H]4O[C@]43[C@]12C. The target protein sequence is MPCCELITNISIPDDKAQNALSEIEDAISNVLGKPVAYIMSNYDYQKNLRFSGSNEGYCFVRLTSIGGINRSNNSSLADKITKILSNHLGVKPRRVYIEFRDCSAQNFAFSGSLFG. The pIC50 is 5.0. (4) The small molecule is CCOc1cc(-c2ccc(N)c(OCC)c2)ccc1N. The target is TRQARRNRRRRWRERQR. The pIC50 is 5.6. (5) The compound is CCCCCCCc1nc(C(=O)NCC(=O)O)c(O)c2ccccc12. The target protein sequence is MEVAEVESPLNPSCKIMTFRPSMEEFREFNKYLAYMESKGAHRAGLAKVIPPKEWKPRQCYDDIDNLLIPAPIQQMVTGQSGLFTQYNIQKKAMTVKEFRQLANSGKYCTPRYLDYEDLERKYWKNLTFVAPIYGADINGSIYDEGVDEWNIARLNTVLDVVEEECGISIEGVNTPYLYFGMWKTTFAWHTEDMDLYSINYLHFGEPKSWYAIPPEHGKRLERLAQGFFPSSSQGCDAFLRHKMTLISPSVLKKYGIPFDKITQEAGEFMITFPYGYHAGFNHGFNCAESTNFATVRWIDYGKVAKLCTCRKDMVKISMDIFVRKFQPDRYQLWKQGKDIYTIDHTKPTPASTPEVKAWLQRRRKVRKASRSFQCARSTSKRPKADEEEEVSDEVDGAEVPNPDSVTDDLKVSEKSEAAVKLRNTEASSEEESSASRMQVEQNLSDHIKLSGNSCLSTSVTEDIKTEDDKAYAYRSVPSISSEADDSIPLSSGYEKPEKS.... The pIC50 is 4.1. (6) The compound is O=C(NC[C@H]1CC[C@H](Oc2ccnc3ccccc23)CC1)c1ccc(F)c(F)c1. The target protein sequence is MEVQLGLGRVYPRPPSKTYRGAFQNLFQSVREVIQNPGPRHPEAASAAPPGASLLLLQQQQQQQQQQQQQQQQQQQQQETSPRQQQQQQGEDGSPQAHRRGPTGYLVLDEEQQPSQPQSALECHPERGCVPEPGAAVAASKGLPQQLPAPPDEDDSAAPSTLSLLGPTFPGLSSCSADLKDILSEASTMQLLQQQQQEAVSEGSSSGRAREASGAPTSSKDNYLGGTSTISDNAKELCKAVSVSMGLGVEALEHLSPGEQLRGDCMYAPLLGVPPAVRPTPCAPLAECKGSLLDDSAGKSTEDTAEYSPFKGGYTKGLEGESLGCSGSAAAGSSGTLELPSTLSLYKSGALDEAAAYQSRDYYNFPLALAGPPPPPPPPHPHARIKLENPLDYGSAWAAAAAQCRYGDLASLHGAGAAGPGSGSPSAAASSSWHTLFTAEEGQLYGPCGGGGGGGGGGGGGGGGGGGGGGGGEAGAVAPYGYTRPPQGLAGQESDFTAPD.... The pIC50 is 7.1.